Dataset: Full USPTO retrosynthesis dataset with 1.9M reactions from patents (1976-2016). Task: Predict the reactants needed to synthesize the given product. (1) Given the product [Cl:19][C:15]1[C:16]([F:18])=[C:17]2[C:12]([C:11]([S:20][C:21]3[C:22]([F:32])=[C:23]([CH:29]=[CH:30][CH:31]=3)[C:24]([O:26][CH2:27][CH3:28])=[O:25])=[C:10]([CH:33]3[CH2:35][CH2:34]3)[N:9]2[C:7]2[CH:6]=[N:5][N:4]([CH2:3][CH2:2][NH:1][C:56]([NH2:55])=[O:57])[CH:8]=2)=[CH:13][CH:14]=1, predict the reactants needed to synthesize it. The reactants are: [NH2:1][CH2:2][CH2:3][N:4]1[CH:8]=[C:7]([N:9]2[C:17]3[C:12](=[CH:13][CH:14]=[C:15]([Cl:19])[C:16]=3[F:18])[C:11]([S:20][C:21]3[C:22]([F:32])=[C:23]([CH:29]=[CH:30][CH:31]=3)[C:24]([O:26][CH2:27][CH3:28])=[O:25])=[C:10]2[CH:33]2[CH2:35][CH2:34]2)[CH:6]=[N:5]1.CCN(CC)CC.ClC(Cl)(OC(=O)OC(Cl)(Cl)Cl)Cl.[N-:55]=[C:56]=[O:57].N. (2) Given the product [CH2:26]([N:7]1[C:3]([C:1]#[N:2])=[CH:4][CH:5]=[C:6]1[C:8]1[CH:9]=[CH:10][C:11]([NH:14][S:15]([CH2:18][CH3:19])(=[O:17])=[O:16])=[CH:12][CH:13]=1)[CH2:27][CH2:28][CH3:29], predict the reactants needed to synthesize it. The reactants are: [C:1]([C:3]1[NH:7][C:6]([C:8]2[CH:13]=[CH:12][C:11]([NH:14][S:15]([CH2:18][CH3:19])(=[O:17])=[O:16])=[CH:10][CH:9]=2)=[CH:5][CH:4]=1)#[N:2].CC(C)([O-])C.[K+].[CH2:26](I)[CH2:27][CH2:28][CH3:29].